From a dataset of Catalyst prediction with 721,799 reactions and 888 catalyst types from USPTO. Predict which catalyst facilitates the given reaction. (1) Reactant: Cl.[NH2:2][CH2:3][C:4]1[N:9]=[CH:8][C:7]([C:10]([O:12][CH3:13])=[O:11])=[C:6]([C:14]2[CH:15]=[N:16][C:17]([C:20]([F:23])([F:22])[F:21])=[CH:18][CH:19]=2)[CH:5]=1.[C:24]([O:28][C:29]([N:31]1[CH2:35][C@H:34]([F:36])[CH2:33][C@H:32]1[C:37](O)=[O:38])=[O:30])([CH3:27])([CH3:26])[CH3:25].CN(C(ON1N=NC2C=CC=NC1=2)=[N+](C)C)C.F[P-](F)(F)(F)(F)F.CCN(C(C)C)C(C)C. Product: [C:24]([O:28][C:29]([N:31]1[CH2:35][C@H:34]([F:36])[CH2:33][C@H:32]1[C:37]([NH:2][CH2:3][C:4]1[N:9]=[CH:8][C:7]([C:10]([O:12][CH3:13])=[O:11])=[C:6]([C:14]2[CH:15]=[N:16][C:17]([C:20]([F:23])([F:22])[F:21])=[CH:18][CH:19]=2)[CH:5]=1)=[O:38])=[O:30])([CH3:27])([CH3:26])[CH3:25]. The catalyst class is: 30. (2) Reactant: [C:1]1(/C=C/[C:1]2[CH:6]=[CH:5]C=[CH:3][CH:2]=2)[CH:6]=[CH:5]C=[CH:3][CH:2]=1.OOS([O-])=O.[K+].[O-]S([O-])=O.[Na+].[Na+].CC[O:29][C:30]([CH3:32])=[O:31]. Product: [C:30]([OH:29])(=[O:31])[C:32]1[CH:5]=[CH:6][CH:1]=[CH:2][CH:3]=1. The catalyst class is: 3. (3) Reactant: [F:1][C:2]1[CH:7]=[CH:6][C:5]([C@H:8]([NH:30]C(=O)OC(C)(C)C)[C:9](=[O:29])[NH:10][C@@H:11]2[C:17](=[O:18])[NH:16][C:15]3[CH:19]=[CH:20][CH:21]=[CH:22][C:14]=3[O:13][C@@H:12]2[C:23]2[CH:28]=[CH:27][CH:26]=[CH:25][CH:24]=2)=[CH:4][CH:3]=1. Product: [NH2:30][C@@H:8]([C:5]1[CH:4]=[CH:3][C:2]([F:1])=[CH:7][CH:6]=1)[C:9]([NH:10][C@@H:11]1[C:17](=[O:18])[NH:16][C:15]2[CH:19]=[CH:20][CH:21]=[CH:22][C:14]=2[O:13][C@@H:12]1[C:23]1[CH:28]=[CH:27][CH:26]=[CH:25][CH:24]=1)=[O:29]. The catalyst class is: 557. (4) Reactant: [Cl:1][C:2]1[CH:9]=[CH:8][C:5](C=O)=[C:4]([O:10][C:11]2[C:16]([O:17][CH3:18])=[CH:15][CH:14]=[CH:13][C:12]=2[F:19])[CH:3]=1.[OH:20]P([O-])(O)=O.[K+].ClC1C=C(C=CC=1)C(OO)=O. Product: [Cl:1][C:2]1[CH:9]=[CH:8][C:5]([OH:20])=[C:4]([O:10][C:11]2[C:16]([O:17][CH3:18])=[CH:15][CH:14]=[CH:13][C:12]=2[F:19])[CH:3]=1. The catalyst class is: 22.